This data is from Full USPTO retrosynthesis dataset with 1.9M reactions from patents (1976-2016). The task is: Predict the reactants needed to synthesize the given product. (1) Given the product [F:1][C:2]1[CH:11]=[CH:10][C:9]([O:12][CH2:13][CH2:14][CH3:15])=[C:8]2[C:3]=1[C:4](=[O:30])[C:5]([C:22]1[CH:27]=[CH:26][C:25]([OH:28])=[CH:24][CH:23]=1)=[CH:6][N:7]2[CH2:16][C:17]([O:19][CH2:20][CH3:21])=[O:18], predict the reactants needed to synthesize it. The reactants are: [F:1][C:2]1[CH:11]=[CH:10][C:9]([O:12][CH2:13][CH2:14][CH3:15])=[C:8]2[C:3]=1[C:4](=[O:30])[C:5]([C:22]1[CH:27]=[CH:26][C:25]([O:28]C)=[CH:24][CH:23]=1)=[CH:6][N:7]2[CH2:16][C:17]([O:19][CH2:20][CH3:21])=[O:18].ClCCl.B(Br)(Br)Br.O. (2) Given the product [CH2:1]([C:8]1[C:9]([CH3:20])=[C:10]([C:18]#[N:19])[C:11]2[N:12]([CH:15]=[CH:16][N:17]=2)[C:13]=1[Cl:23])[C:2]1[CH:7]=[CH:6][CH:5]=[CH:4][CH:3]=1, predict the reactants needed to synthesize it. The reactants are: [CH2:1]([C:8]1[C:13](=O)[N:12]2[CH:15]=[CH:16][NH:17][C:11]2=[C:10]([C:18]#[N:19])[C:9]=1[CH3:20])[C:2]1[CH:7]=[CH:6][CH:5]=[CH:4][CH:3]=1.P(Cl)(Cl)([Cl:23])=O. (3) Given the product [Cl:14][CH2:15][C:16]([N:11]1[C:12]2[C:7](=[CH:6][CH:5]=[C:4]([N+:1]([O-:3])=[O:2])[CH:13]=2)[CH2:8][CH2:9][CH2:10]1)=[O:17], predict the reactants needed to synthesize it. The reactants are: [N+:1]([C:4]1[CH:13]=[C:12]2[C:7]([CH2:8][CH2:9][CH2:10][NH:11]2)=[CH:6][CH:5]=1)([O-:3])=[O:2].[Cl:14][CH2:15][C:16](Cl)=[O:17]. (4) Given the product [OH:30][CH2:4][CH2:3][CH2:2][CH2:1][N:8]1[CH2:12][C@H:11]2[C@@H:13]([NH:16][S:17]([C:20]3[CH:25]=[CH:24][CH:23]=[C:22]([C:26]([F:29])([F:28])[F:27])[CH:21]=3)(=[O:19])=[O:18])[CH2:14][CH2:15][C@H:10]2[CH2:9]1, predict the reactants needed to synthesize it. The reactants are: [CH2:1]([N:8]1[CH2:12][C@H:11]2[C@@H:13]([NH:16][S:17]([C:20]3[CH:25]=[CH:24][CH:23]=[C:22]([C:26]([F:29])([F:28])[F:27])[CH:21]=3)(=[O:19])=[O:18])[CH2:14][CH2:15][C@H:10]2[CH2:9]1)[C:2]1C=CC=[CH:4][CH:3]=1.[O:30]1CCCC1.